Dataset: Forward reaction prediction with 1.9M reactions from USPTO patents (1976-2016). Task: Predict the product of the given reaction. (1) Given the reactants [OH:1][NH:2][C:3](=[NH:7])[CH:4]([CH3:6])[CH3:5].[H-].[Na+].C(O[C:13]([CH:15]1[CH2:20][CH2:19][C:18](=[O:21])[CH2:17][CH2:16]1)=O)C, predict the reaction product. The product is: [CH:4]([C:3]1[N:7]=[C:13]([CH:15]2[CH2:20][CH2:19][C:18](=[O:21])[CH2:17][CH2:16]2)[O:1][N:2]=1)([CH3:6])[CH3:5]. (2) Given the reactants [CH3:1][S:2](Cl)(=[O:4])=[O:3].[N:6]1(C(OC(C)(C)C)=O)[CH2:11][CH2:10][NH:9][CH2:8][CH2:7]1.C(N(CC)CC)C.O, predict the reaction product. The product is: [CH3:1][S:2]([N:6]1[CH2:11][CH2:10][NH:9][CH2:8][CH2:7]1)(=[O:4])=[O:3]. (3) Given the reactants [CH3:1][O:2][C:3]1[N:8]=[CH:7][C:6]([CH2:9][NH:10][C:11]2[C:12]3[CH:19]=[C:18]([C:20]4[CH:25]=[CH:24][C:23]([CH2:26]O)=[CH:22][CH:21]=4)[NH:17][C:13]=3[N:14]=[CH:15][N:16]=2)=[CH:5][CH:4]=1.O=S(Cl)[Cl:30], predict the reaction product. The product is: [CH3:1][O:2][C:3]1[N:8]=[CH:7][C:6]([CH2:9][NH:10][C:11]2[C:12]3[CH:19]=[C:18]([C:20]4[CH:25]=[CH:24][C:23]([CH2:26][Cl:30])=[CH:22][CH:21]=4)[NH:17][C:13]=3[N:14]=[CH:15][N:16]=2)=[CH:5][CH:4]=1. (4) Given the reactants [C:1]([OH:8])(=[O:7])/[CH:2]=[CH:3]/[C:4]([OH:6])=[O:5].[CH:9]1([C:12]2[N:17]=[C:16]([N:18]3[CH2:24][CH2:23][CH2:22][CH2:21][CH2:20][CH2:19]3)[CH:15]=[C:14]([N:25]3[CH2:28][CH:27]([F:29])[CH2:26]3)[N:13]=2)[CH2:11][CH2:10]1, predict the reaction product. The product is: [C:1]([OH:8])(=[O:7])/[CH:2]=[CH:3]/[C:4]([OH:6])=[O:5].[NH:18]1[CH2:24][CH2:23][CH2:22][CH2:21][CH2:20][CH2:19]1.[C:1]([OH:8])(=[O:7])/[CH:2]=[CH:3]/[C:4]([OH:6])=[O:5].[CH:9]1([C:12]2[N:17]=[C:16]([N:18]3[CH2:24][CH2:23][CH2:22][CH2:21][CH2:20][CH2:19]3)[CH:15]=[C:14]([N:25]3[CH2:26][CH:27]([F:29])[CH2:28]3)[N:13]=2)[CH2:11][CH2:10]1. (5) Given the reactants [CH3:1][O:2][C:3]1[CH:8]=[CH:7][C:6](/[CH:9]=[C:10](\[CH2:16][CH3:17])/[CH:11]=[CH:12]/[C:13]([OH:15])=O)=[CH:5][CH:4]=1.S(Cl)(Cl)=O.O[CH:23]1[CH2:28][CH2:27][NH:26][CH2:25][CH2:24]1, predict the reaction product. The product is: [CH3:1][O:2][C:3]1[CH:4]=[CH:5][C:6](/[CH:9]=[C:10](\[CH2:16][CH3:17])/[CH:11]=[CH:12]/[C:13]([N:26]2[CH2:27][CH2:28][CH2:23][CH2:24][CH2:25]2)=[O:15])=[CH:7][CH:8]=1.